This data is from Full USPTO retrosynthesis dataset with 1.9M reactions from patents (1976-2016). The task is: Predict the reactants needed to synthesize the given product. (1) Given the product [CH3:24][C:4]1[N:3]=[C:2]([C:30]2[N:26]([CH3:25])[CH:27]=[N:28][CH:29]=2)[C:11]2[CH2:10][CH2:9][C@H:8]3[C@H:12]([CH3:17])[C:13](=[O:16])[CH2:14][CH2:15][C@:7]3([C:18]3[CH:23]=[CH:22][CH:21]=[CH:20][CH:19]=3)[C:6]=2[N:5]=1, predict the reactants needed to synthesize it. The reactants are: Cl[C:2]1[C:11]2[CH2:10][CH2:9][C@H:8]3[C@H:12]([CH3:17])[C:13](=[O:16])[CH2:14][CH2:15][C@:7]3([C:18]3[CH:23]=[CH:22][CH:21]=[CH:20][CH:19]=3)[C:6]=2[N:5]=[C:4]([CH3:24])[N:3]=1.[CH3:25][N:26]1[C:30](B2OC(C)(C)C(C)(C)O2)=[CH:29][N:28]=[CH:27]1.C(=O)([O-])[O-].[Na+].[Na+]. (2) Given the product [CH3:1][O:2][C:3]1[CH:8]=[CH:7][CH:6]=[CH:5][C:4]=1[C:9]1[CH:10]=[CH:11][C:12]([NH2:15])=[CH:13][CH:14]=1, predict the reactants needed to synthesize it. The reactants are: [CH3:1][O:2][C:3]1[CH:8]=[CH:7][CH:6]=[CH:5][C:4]=1[C:9]1[CH:14]=[CH:13][C:12]([N+:15]([O-])=O)=[CH:11][CH:10]=1.C([O-])=O.[NH4+]. (3) Given the product [F:36][C:33]1[CH:32]=[CH:31][C:30]([N:27]2[CH2:26][CH2:25][N:24]([C:22]([O:9][CH2:8][C@H:4]3[O:5][CH2:6][CH2:7][N:2]([CH3:1])[CH2:3]3)=[O:21])[CH2:29][CH2:28]2)=[CH:35][CH:34]=1, predict the reactants needed to synthesize it. The reactants are: [CH3:1][N:2]1[CH2:7][CH2:6][O:5][C@H:4]([CH2:8][OH:9])[CH2:3]1.[H-].[Na+].[N+](C1C=CC([O:21][C:22]([N:24]2[CH2:29][CH2:28][N:27]([C:30]3[CH:35]=[CH:34][C:33]([F:36])=[CH:32][CH:31]=3)[CH2:26][CH2:25]2)=O)=CC=1)([O-])=O. (4) Given the product [CH3:1][O:2][C:3]1[CH:11]=[C:10]2[C:6]([CH2:7]/[C:8](=[CH:26]\[C:25]3[CH:28]=[CH:29][C:22]([S:21][C:20]([F:31])([F:19])[F:30])=[CH:23][CH:24]=3)/[C:9]2=[O:12])=[CH:5][C:4]=1[N:13]1[CH2:14][CH2:15][O:16][CH2:17][CH2:18]1, predict the reactants needed to synthesize it. The reactants are: [CH3:1][O:2][C:3]1[CH:11]=[C:10]2[C:6]([CH2:7][CH2:8][C:9]2=[O:12])=[CH:5][C:4]=1[N:13]1[CH2:18][CH2:17][O:16][CH2:15][CH2:14]1.[F:19][C:20]([F:31])([F:30])[S:21][C:22]1[CH:29]=[CH:28][C:25]([CH:26]=O)=[CH:24][CH:23]=1.CC1C=CC(S(O)(=O)=O)=CC=1. (5) Given the product [F:3][C:4]1[CH:9]=[CH:8][C:7]([CH:10]([NH:15][C:16](=[O:38])[CH:17]=[C:18]2[CH2:23][CH2:22][N:21]([S:24]([C:27]3[CH:32]=[CH:31][C:30]([O:33][C:34]([F:35])([F:37])[F:36])=[CH:29][CH:28]=3)(=[O:26])=[O:25])[CH2:20][CH2:19]2)[CH2:11][OH:12])=[CH:6][CH:5]=1, predict the reactants needed to synthesize it. The reactants are: [BH4-].[Li+].[F:3][C:4]1[CH:9]=[CH:8][C:7]([CH:10]([NH:15][C:16](=[O:38])[CH:17]=[C:18]2[CH2:23][CH2:22][N:21]([S:24]([C:27]3[CH:32]=[CH:31][C:30]([O:33][C:34]([F:37])([F:36])[F:35])=[CH:29][CH:28]=3)(=[O:26])=[O:25])[CH2:20][CH2:19]2)[C:11](OC)=[O:12])=[CH:6][CH:5]=1. (6) Given the product [O:16]=[C:14]1[O:18][CH2:17][C@H:12]([NH:11][C:9](=[O:10])[O:8][CH2:1][C:2]2[CH:3]=[CH:4][CH:5]=[CH:6][CH:7]=2)[CH2:13]1, predict the reactants needed to synthesize it. The reactants are: [CH2:1]([O:8][C:9]([NH:11][C@@H:12]([CH2:17][OH:18])[CH2:13][C:14]([OH:16])=O)=[O:10])[C:2]1[CH:7]=[CH:6][CH:5]=[CH:4][CH:3]=1.C1(C)C=CC(S(O)(=O)=O)=CC=1.